From a dataset of Forward reaction prediction with 1.9M reactions from USPTO patents (1976-2016). Predict the product of the given reaction. (1) Given the reactants [F:1][C:2]([F:28])([F:27])[C:3]1[CH:4]=[C:5]([NH:13][C:14]2[C:15]3[C:25](=[O:26])[NH:24][CH:23]=[CH:22][C:16]=3[N:17]=[C:18](SC)[N:19]=2)[CH:6]=[C:7]([C:9]([F:12])([F:11])[F:10])[CH:8]=1.[NH2:29][C@@H:30]1[CH2:35][CH2:34][CH2:33][CH2:32][C@H:31]1[NH2:36], predict the reaction product. The product is: [NH2:29][C@@H:30]1[CH2:35][CH2:34][CH2:33][CH2:32][C@H:31]1[NH:36][C:18]1[N:19]=[C:14]([NH:13][C:5]2[CH:4]=[C:3]([C:2]([F:28])([F:27])[F:1])[CH:8]=[C:7]([C:9]([F:12])([F:11])[F:10])[CH:6]=2)[C:15]2[C:25](=[O:26])[NH:24][CH:23]=[CH:22][C:16]=2[N:17]=1. (2) Given the reactants Br[C:2]1[CH:3]=[C:4]2[C:10]([CH2:11][C:12]3[C:28]([F:29])=[CH:27][C:15]([O:16]CC4NC5C=CC=CC=5N=4)=[C:14]([F:30])[CH:13]=3)=[CH:9][NH:8][C:5]2=[N:6][CH:7]=1.[CH3:31][N:32]1[CH:36]=[C:35](B2OC(C)(C)C(C)(C)O2)[CH:34]=[N:33]1, predict the reaction product. The product is: [F:30][C:14]1[CH:13]=[C:12]([CH2:11][C:10]2[C:4]3[C:5](=[N:6][CH:7]=[C:2]([C:35]4[CH:34]=[N:33][N:32]([CH3:31])[CH:36]=4)[CH:3]=3)[NH:8][CH:9]=2)[C:28]([F:29])=[CH:27][C:15]=1[OH:16].